From a dataset of Catalyst prediction with 721,799 reactions and 888 catalyst types from USPTO. Predict which catalyst facilitates the given reaction. Reactant: [F:1][C:2]1[CH:28]=[CH:27][C:5]([CH2:6][CH2:7][NH:8][C:9](=O)[C:10]2[CH:15]=[CH:14][CH:13]=[C:12]([CH2:16][S:17][CH2:18][CH2:19][C:20]3[CH:25]=[CH:24][CH:23]=[CH:22][CH:21]=3)[CH:11]=2)=[CH:4][CH:3]=1.B.C1COCC1.CO.C(O)(C(F)(F)F)=O. Product: [F:1][C:2]1[CH:28]=[CH:27][C:5]([CH2:6][CH2:7][NH:8][CH2:9][C:10]2[CH:15]=[CH:14][CH:13]=[C:12]([CH2:16][S:17][CH2:18][CH2:19][C:20]3[CH:21]=[CH:22][CH:23]=[CH:24][CH:25]=3)[CH:11]=2)=[CH:4][CH:3]=1. The catalyst class is: 1.